Dataset: Peptide-MHC class II binding affinity with 134,281 pairs from IEDB. Task: Regression. Given a peptide amino acid sequence and an MHC pseudo amino acid sequence, predict their binding affinity value. This is MHC class II binding data. The peptide sequence is TFHVEKGSNPNYLALLVKYVNGDGD. The MHC is DRB1_0901 with pseudo-sequence DRB1_0901. The binding affinity (normalized) is 0.575.